Dataset: Experimentally validated miRNA-target interactions with 360,000+ pairs, plus equal number of negative samples. Task: Binary Classification. Given a miRNA mature sequence and a target amino acid sequence, predict their likelihood of interaction. (1) The miRNA is hsa-miR-485-3p with sequence GUCAUACACGGCUCUCCUCUCU. The protein sequence of the target gene is MASSVGNVADSTEPTKRMLSFQGLAELAHREYQAGDFEAAERHCMQLWRQEPDNTGVLLLLSSIHFQCRRLDRSAHFSTLAIKQNPLLAEAYSNLGNVYKERGQLQEAIEHYRHALRLKPDFIDGYINLAAALVAAGDMEGAVQAYVSALQYNPDLYCVRSDLGNLLKALGRLEEAKACYLKAIETQPNFAVAWSNLGCVFNAQGEIWLAIHHFEKAVTLDPNFLDAYINLGNVLKEARIFDRAVAAYLRALSLSPNHAVVHGNLACVYYEQGLIDLAIDTYRRAIELQPHFPDAYCNLA.... Result: 0 (no interaction). (2) The miRNA is hsa-miR-5681a with sequence AGAAAGGGUGGCAAUACCUCUU. The protein sequence of the target gene is MAAPEAEVLSSAAVPDLEWYEKSEETHASQIELLETSSTQEPLNASEAFCPRDCMVPVVFPGPVSQEGCCQFTCELLKHIMYQRQQLPLPYEQLKHFYRKPSPQAEEMLKKKPRATTEVSSRKCQQALAELESVLSHLEDFFARTLVPRVLILLGGNALSPKEFYELDLSLLAPYSVDQSLSTAACLRRLFRAIFMADAFSELQAPPLMGTVVMAQGHRNCGEDWFRPKLNYRVPSRGHKLTVTLSCGRPSIRTTAWEDYIWFQAPVTFKGFRE. Result: 0 (no interaction). (3) The miRNA is hsa-miR-6805-3p with sequence UUGCUCUGCUCCCCCGCCCCCAG. The protein sequence of the target gene is MNSNLPAENLTIAVNMTKTLPTAVTHGFNSTNDPPSMSITRLFPALLECFGIVLCGYIAGRANVITSTQAKGLGNFVSRFALPALLFKNMVVLNFSNVDWSFLYSILIAKASVFFIVCVLTLLVASPDSRFSKAGLFPIFATQSNDFALGYPIVEALYQTTYPEYLQYIYLVAPISLMMLNPIGFIFCEIQKWKDTQNASQNKIKIVGLGLLRVLQNPIVFMVFIGIAFNFILDRKVPVYVENFLDGLGNSFSGSALFYLGLTMVGKIKRLKKSAFVVLILLITAKLLVLPLLCREMVEL.... Result: 1 (interaction).